This data is from Full USPTO retrosynthesis dataset with 1.9M reactions from patents (1976-2016). The task is: Predict the reactants needed to synthesize the given product. (1) Given the product [NH2:1][C:2]1[C:3]2[C:10]([C:11]3[CH:16]=[CH:15][CH:14]=[C:13]([O:17][CH2:18][CH:19]4[CH2:23][CH2:22][C:21]([CH3:25])([CH3:24])[O:20]4)[CH:12]=3)=[CH:9][N:8]([C@H:26]3[CH2:27][C@H:28]([CH2:30][N:32]4[CH2:39][CH2:38][CH2:37][C@@H:33]4[C:34]([NH2:36])=[O:35])[CH2:29]3)[C:4]=2[N:5]=[CH:6][N:7]=1, predict the reactants needed to synthesize it. The reactants are: [NH2:1][C:2]1[C:3]2[C:10]([C:11]3[CH:16]=[CH:15][CH:14]=[C:13]([O:17][CH2:18][CH:19]4[CH2:23][CH2:22][C:21]([CH3:25])([CH3:24])[O:20]4)[CH:12]=3)=[CH:9][N:8]([C@H:26]3[CH2:29][C@H:28]([CH2:30]O)[CH2:27]3)[C:4]=2[N:5]=[CH:6][N:7]=1.[NH:32]1[CH2:39][CH2:38][CH2:37][C@@H:33]1[C:34]([NH2:36])=[O:35]. (2) Given the product [N:10]1[CH:11]=[CH:12][CH:13]=[CH:14][C:9]=1[N:1]1[CH:5]=[CH:4][CH:3]=[C:2]1[CH:6]=[O:7], predict the reactants needed to synthesize it. The reactants are: [NH:1]1[CH:5]=[CH:4][CH:3]=[C:2]1[CH:6]=[O:7].F[C:9]1[CH:14]=[CH:13][CH:12]=[CH:11][N:10]=1.C(=O)([O-])[O-].[Cs+].[Cs+].CN1CCCC1=O. (3) Given the product [Cl:10][C:11]1[N:12]=[CH:13][N:14]=[C:15]([NH:1][C@H:2]2[CH2:6][C@H:5]([OH:7])[C@@H:4]([CH2:8][OH:9])[CH2:3]2)[C:16]=1[CH2:17][CH:18]([O:22][CH2:23][CH3:24])[O:19][CH2:20][CH3:21], predict the reactants needed to synthesize it. The reactants are: [NH2:1][C@H:2]1[CH2:6][C@H:5]([OH:7])[C@@H:4]([CH2:8][OH:9])[CH2:3]1.[Cl:10][C:11]1[C:16]([CH2:17][CH:18]([O:22][CH2:23][CH3:24])[O:19][CH2:20][CH3:21])=[C:15](Cl)[N:14]=[CH:13][N:12]=1.C(N(CC)CC)C. (4) Given the product [NH2:38][C@@H:10]1[C@@H:11]([C:13]2[CH:18]=[CH:17][C:16]([Cl:19])=[C:15]([Cl:20])[CH:14]=2)[CH2:12][N:8]([C:6]([O:5][C:1]([CH3:4])([CH3:3])[CH3:2])=[O:7])[CH2:9]1, predict the reactants needed to synthesize it. The reactants are: [C:1]([O:5][C:6]([N:8]1[CH2:12][C@H:11]([C:13]2[CH:18]=[CH:17][C:16]([Cl:19])=[C:15]([Cl:20])[CH:14]=2)[C@@H:10](C(O)=O)[CH2:9]1)=[O:7])([CH3:4])([CH3:3])[CH3:2].C1C=CC(P([N:38]=[N+]=[N-])(C2C=CC=CC=2)=O)=CC=1.C(N(CC)CC)C.[OH-].[Na+]. (5) The reactants are: Cl[CH2:2][C:3]1[N:4]([CH3:14])[C:5]2[C:10]([C:11](=[O:13])[N:12]=1)=[CH:9][CH:8]=[CH:7][CH:6]=2.[OH:15][C:16]1[CH:23]=[CH:22][C:19]([CH:20]=[O:21])=[CH:18][CH:17]=1.C([O-])([O-])=O.[K+].[K+]. Given the product [CH3:14][N:4]1[C:5]2[C:10](=[CH:9][CH:8]=[CH:7][CH:6]=2)[C:11](=[O:13])[N:12]=[C:3]1[CH2:2][O:15][C:16]1[CH:23]=[CH:22][C:19]([CH:20]=[O:21])=[CH:18][CH:17]=1, predict the reactants needed to synthesize it. (6) The reactants are: [O:1]=[C:2]1[C:10]2[C:5](=[CH:6][CH:7]=[CH:8][CH:9]=2)[C:4](=[O:11])[N:3]1[CH2:12][C:13]#[C:14][C:15]1[CH:22]=[CH:21][C:18]([C:19]#[N:20])=[CH:17][CH:16]=1.FC(F)(F)C(C1C=CC(C#CCN2C(=O)C3C(=CC=CC=3)C2=O)=CC=1)O. Given the product [O:11]=[C:4]1[C:5]2[C:10](=[CH:9][CH:8]=[CH:7][CH:6]=2)[C:2](=[O:1])[N:3]1[CH2:12][CH2:13][CH2:14][C:15]1[CH:16]=[CH:17][C:18]([C:19]#[N:20])=[CH:21][CH:22]=1, predict the reactants needed to synthesize it.